This data is from Forward reaction prediction with 1.9M reactions from USPTO patents (1976-2016). The task is: Predict the product of the given reaction. The product is: [OH:38][C:26]1[C:25](=[O:24])[N:14]([C:15]2[N:16]=[N:17][C:18]([CH3:21])=[CH:19][CH:20]=2)[CH:8]([C:7]2[CH:10]=[CH:11][C:4]([O:3][C:2]([F:13])([F:12])[F:1])=[CH:5][CH:6]=2)[C:27]=1[C:28]([C:30]1[CH:31]=[N:32][C:33]([O:36][CH3:37])=[CH:34][CH:35]=1)=[O:29]. Given the reactants [F:1][C:2]([F:13])([F:12])[O:3][C:4]1[CH:11]=[CH:10][C:7]([CH:8]=O)=[CH:6][CH:5]=1.[NH2:14][C:15]1[N:16]=[N:17][C:18]([CH3:21])=[CH:19][CH:20]=1.C([O:24][C:25](=O)[C:26]([OH:38])=[CH:27][C:28]([C:30]1[CH:31]=[N:32][C:33]([O:36][CH3:37])=[CH:34][CH:35]=1)=[O:29])C, predict the reaction product.